Dataset: Reaction yield outcomes from USPTO patents with 853,638 reactions. Task: Predict the reaction yield, written as a fraction of the theoretical maximum amount of product (1.0 means a 100% yield; for example, 0.34 means a 34% yield). (1) The reactants are [Cl:1][C:2]1[CH:3]=[CH:4][C:5]([CH:10]([CH3:12])[CH3:11])=[C:6]([CH:9]=1)[CH:7]=O.C([O-])(=O)C.[Na+].Cl.[NH2:19][OH:20]. The catalyst is CO. The product is [Cl:1][C:2]1[CH:3]=[CH:4][C:5]([CH:10]([CH3:12])[CH3:11])=[C:6]([CH:7]=[N:19][OH:20])[CH:9]=1. The yield is 0.890. (2) The reactants are [F:1][C:2]1[CH:3]=[C:4]([CH:6]=[CH:7][C:8]=1[O:9][CH2:10][CH2:11][N:12]1[CH2:17][CH2:16][O:15][CH2:14][CH2:13]1)[NH2:5].C[Al](C)C.C[O:23][C:24](=O)/[CH:25]=[C:26](\[NH:28][C:29](=O)[CH2:30][O:31][C:32]1[CH:37]=[CH:36][CH:35]=[C:34]([F:38])[CH:33]=1)/[CH3:27]. The catalyst is C(Cl)Cl. The product is [F:1][C:2]1[CH:3]=[C:4]([N:5]2[C:24](=[O:23])[CH:25]=[C:26]([CH3:27])[N:28]=[C:29]2[CH2:30][O:31][C:32]2[CH:37]=[CH:36][CH:35]=[C:34]([F:38])[CH:33]=2)[CH:6]=[CH:7][C:8]=1[O:9][CH2:10][CH2:11][N:12]1[CH2:13][CH2:14][O:15][CH2:16][CH2:17]1. The yield is 0.300. (3) The reactants are [F:1][C:2]([F:33])([F:32])[O:3][C:4]1[CH:9]=[CH:8][C:7]([N:10]2[CH:14]=[N:13][C:12]([C:15]3[CH:16]=[C:17]4[C:21](=[CH:22][CH:23]=3)[CH2:20][CH:19]([NH:24]C(=O)OC(C)(C)C)[CH2:18]4)=[N:11]2)=[CH:6][CH:5]=1.O1CCOCC1.[ClH:40]. The catalyst is C(OCC)C. The product is [ClH:40].[ClH:40].[F:33][C:2]([F:1])([F:32])[O:3][C:4]1[CH:9]=[CH:8][C:7]([N:10]2[CH:14]=[N:13][C:12]([C:15]3[CH:16]=[C:17]4[C:21](=[CH:22][CH:23]=3)[CH2:20][CH:19]([NH2:24])[CH2:18]4)=[N:11]2)=[CH:6][CH:5]=1. The yield is 0.830.